This data is from Full USPTO retrosynthesis dataset with 1.9M reactions from patents (1976-2016). The task is: Predict the reactants needed to synthesize the given product. (1) Given the product [Cl:32][C:31]([Cl:34])([Cl:33])[CH2:30][O:29][C:27]([N:1]([C:27]([O:29][CH2:30][C:31]([Cl:33])([Cl:32])[Cl:35])=[O:28])[C:2]1[C:3]([C:7]2[CH:8]=[CH:9][C:10]([N:13]3[CH2:14][CH2:15][N:16]([C:19]([O:21][C:22]([CH3:25])([CH3:24])[CH3:23])=[O:20])[CH2:17][CH2:18]3)=[CH:11][CH:12]=2)=[N:4][O:5][N:6]=1)=[O:28], predict the reactants needed to synthesize it. The reactants are: [NH2:1][C:2]1[C:3]([C:7]2[CH:12]=[CH:11][C:10]([N:13]3[CH2:18][CH2:17][N:16]([C:19]([O:21][C:22]([CH3:25])([CH3:24])[CH3:23])=[O:20])[CH2:15][CH2:14]3)=[CH:9][CH:8]=2)=[N:4][O:5][N:6]=1.Cl[C:27]([O:29][CH2:30][C:31]([Cl:34])([Cl:33])[Cl:32])=[O:28].[ClH:35]. (2) Given the product [C:60]([C:45]1[C:43]2[N:44]=[C:40]([CH:37]3[CH2:38][CH2:39]3)[O:41][C:42]=2[C:48]([C:49](=[CH2:50])[CH2:51][NH:34][C:70](=[O:71])[O:72][C:73]([CH3:74])([CH3:75])[CH3:76])=[C:47]([C:53]2[CH:58]=[CH:57][CH:56]=[CH:55][CH:54]=2)[C:46]=1[CH3:59])#[N:61], predict the reactants needed to synthesize it. The reactants are: C1(P(C2C=CC=CC=2)C2C=CC=CC=2)C=CC=CC=1.C1(P([N:34]=[N+]=[N-])(C2C=CC=CC=2)=O)C=CC=CC=1.[CH:37]1([C:40]2[O:41][C:42]3[C:43](=[C:45]([C:60]#[N:61])[C:46]([CH3:59])=[C:47]([C:53]4[CH:58]=[CH:57][CH:56]=[CH:55][CH:54]=4)[C:48]=3[C:49]([CH2:51]O)=[CH2:50])[N:44]=2)[CH2:39][CH2:38]1.[C:70](O[C:70]([O:72][C:73]([CH3:76])([CH3:75])[CH3:74])=[O:71])([O:72][C:73]([CH3:76])([CH3:75])[CH3:74])=[O:71].